This data is from Catalyst prediction with 721,799 reactions and 888 catalyst types from USPTO. The task is: Predict which catalyst facilitates the given reaction. (1) The catalyst class is: 14. Product: [CH3:1][O:2][C:3]1[CH:8]=[CH:7][C:6]([C:9]2[CH:10]([C:15]3[CH:20]=[CH:19][CH:18]=[CH:17][CH:16]=3)[CH2:11][C:12](=[O:13])[NH:23][N:24]=2)=[CH:5][CH:4]=1. Reactant: [CH3:1][O:2][C:3]1[CH:8]=[CH:7][C:6]([C:9](=O)[CH:10]([C:15]2[CH:20]=[CH:19][CH:18]=[CH:17][CH:16]=2)[CH2:11][C:12](O)=[O:13])=[CH:5][CH:4]=1.O.[NH2:23][NH2:24]. (2) Reactant: [CH3:1][O:2][C:3]1[CH:4]=[C:5]2[C:10](=[CH:11][CH:12]=1)[C:9]([OH:13])=[N:8][CH:7]=[CH:6]2.Br[C:15]1[CH:22]=[CH:21][C:18]([CH:19]=[O:20])=[C:17]([O:23][CH3:24])[CH:16]=1.N1CCC[C@H]1C(O)=O.C(=O)([O-])[O-].[K+].[K+]. Product: [CH3:24][O:23][C:17]1[CH:16]=[C:15]([N:8]2[CH:7]=[CH:6][C:5]3[C:10](=[CH:11][CH:12]=[C:3]([O:2][CH3:1])[CH:4]=3)[C:9]2=[O:13])[CH:22]=[CH:21][C:18]=1[CH:19]=[O:20]. The catalyst class is: 419. (3) Reactant: [CH3:1][C:2]1[C:7]([CH3:8])=[CH:6][CH:5]=[CH:4][C:3]=1[C:9]1[CH:14]=[CH:13][CH:12]=[CH:11][C:10]=1[CH2:15][CH2:16][C:17]([OH:19])=O.[CH:20]([NH:23][NH:24][C:25]([C:27]1[CH:31]=[CH:30][S:29][CH:28]=1)=[O:26])([CH3:22])[CH3:21].C(N(CC)CC)C.C1C=CC2N(O)N=NC=2C=1.CCN=C=NCCCN(C)C. Product: [CH3:1][C:2]1[C:7]([CH3:8])=[CH:6][CH:5]=[CH:4][C:3]=1[C:9]1[CH:14]=[CH:13][CH:12]=[CH:11][C:10]=1[CH2:15][CH2:16][C:17]([N:23]([CH:20]([CH3:22])[CH3:21])[NH:24][C:25]([C:27]1[CH:31]=[CH:30][S:29][CH:28]=1)=[O:26])=[O:19]. The catalyst class is: 3. (4) The catalyst class is: 385. Product: [Cl:11][C:12]1[CH:19]=[CH:18][C:17]([F:20])=[CH:16][C:13]=1[CH:14]=[N:28][C:26]([O:35][Si:3]([CH3:5])([CH3:4])[CH3:2])=[CH2:27]. Reactant: [Li+].[CH3:2][Si:3]([N-][Si:3]([CH3:5])([CH3:4])[CH3:2])([CH3:5])[CH3:4].[Cl:11][C:12]1[CH:19]=[CH:18][C:17]([F:20])=[CH:16][C:13]=1[CH:14]=O.C[Si](Cl)(C)C.[CH2:26]([N:28](CC)CC)[CH3:27].C(Cl)(=[O:35])C. (5) Reactant: [CH2:1]([O:8][C:9]1[CH:16]=[CH:15][C:12]([CH2:13]O)=[CH:11][C:10]=1[O:17][CH3:18])[C:2]1[CH:7]=[CH:6][CH:5]=[CH:4][CH:3]=1.P(Br)(Br)[Br:20]. Product: [CH2:1]([O:8][C:9]1[CH:16]=[CH:15][C:12]([CH2:13][Br:20])=[CH:11][C:10]=1[O:17][CH3:18])[C:2]1[CH:7]=[CH:6][CH:5]=[CH:4][CH:3]=1. The catalyst class is: 27. (6) Reactant: [Si:1]([O:8][CH2:9][C@@H:10]1[CH:15]=[C:14]([CH2:16][O:17][CH3:18])[CH:13](O)[CH2:12][N:11]1[C:20]([O:22][C:23]([CH3:26])([CH3:25])[CH3:24])=[O:21])([C:4]([CH3:7])([CH3:6])[CH3:5])([CH3:3])[CH3:2].[CH2:27]([O:30][NH:31][S:32]([C:35]1[CH:40]=[CH:39][CH:38]=[CH:37][C:36]=1[N+:41]([O-:43])=[O:42])(=[O:34])=[O:33])[CH:28]=[CH2:29].C1(P(C2C=CC=CC=2)C2C=CC=CC=2)C=CC=CC=1.N(/C(OC(C)C)=O)=N\C(OC(C)C)=O. Product: [CH2:27]([O:30][N:31]([CH:13]1[CH2:12][N:11]([C:20]([O:22][C:23]([CH3:26])([CH3:25])[CH3:24])=[O:21])[C@H:10]([CH2:9][O:8][Si:1]([C:4]([CH3:5])([CH3:7])[CH3:6])([CH3:3])[CH3:2])[CH:15]=[C:14]1[CH2:16][O:17][CH3:18])[S:32]([C:35]1[CH:40]=[CH:39][CH:38]=[CH:37][C:36]=1[N+:41]([O-:43])=[O:42])(=[O:34])=[O:33])[CH:28]=[CH2:29]. The catalyst class is: 11. (7) Reactant: [F:1][C:2]1[C:7]([C:8]([F:11])([F:10])[F:9])=[CH:6][CH:5]=[CH:4][C:3]=1[C:12]1[CH2:13][CH2:14][N:15]([CH3:18])[CH2:16][CH:17]=1.Cl. Product: [F:1][C:2]1[C:7]([C:8]([F:9])([F:10])[F:11])=[CH:6][CH:5]=[CH:4][C:3]=1[CH:12]1[CH2:17][CH2:16][N:15]([CH3:18])[CH2:14][CH2:13]1. The catalyst class is: 43. (8) Reactant: [OH:1][C@@:2]1([CH2:22][O:23][CH3:24])[CH2:7][CH2:6][CH2:5][CH2:4][C@H:3]1[N:8]1[C:12]([C:13]2[CH:18]=[CH:17][CH:16]=[CH:15][CH:14]=2)=[C:11]([C:19](O)=[O:20])[N:10]=[CH:9]1.[N:25]1([CH2:34][CH2:35][C@H:36]2[NH:41][CH2:40][CH2:39][N:38]([C:42]([O:44][CH2:45][C:46]3[CH:51]=[CH:50][CH:49]=[CH:48][CH:47]=3)=[O:43])[CH2:37]2)[C:33]2[C:28](=[CH:29][CH:30]=[CH:31][CH:32]=2)[CH:27]=[N:26]1.CCN=C=NCCCN(C)C.Cl.C1C=CC2N(O)N=NC=2C=1.C(=O)([O-])O.[Na+]. Product: [OH:1][C@@:2]1([CH2:22][O:23][CH3:24])[CH2:7][CH2:6][CH2:5][CH2:4][C@H:3]1[N:8]1[C:12]([C:13]2[CH:18]=[CH:17][CH:16]=[CH:15][CH:14]=2)=[C:11]([C:19]([N:41]2[CH2:40][CH2:39][N:38]([C:42]([O:44][CH2:45][C:46]3[CH:51]=[CH:50][CH:49]=[CH:48][CH:47]=3)=[O:43])[CH2:37][C@H:36]2[CH2:35][CH2:34][N:25]2[C:33]3[C:28](=[CH:29][CH:30]=[CH:31][CH:32]=3)[CH:27]=[N:26]2)=[O:20])[N:10]=[CH:9]1. The catalyst class is: 3.